This data is from Catalyst prediction with 721,799 reactions and 888 catalyst types from USPTO. The task is: Predict which catalyst facilitates the given reaction. (1) Reactant: Br[C:2]1[CH:7]=[CH:6][C:5](O)=[C:4]([CH:9]([O:12]C)OC)[CH:3]=1.CC[O:16]CC.[B:19]([O:24]C)(OC)[O:20]C. Product: [CH:9]([C:4]1[CH:3]=[C:2]([B:19]([OH:24])[O:20][OH:16])[CH:7]=[CH:6][CH:5]=1)=[O:12]. The catalyst class is: 33. (2) Reactant: [F:1][C:2]1[CH:7]=[C:6]([O:8][C:9]2[CH:14]=[CH:13][N:12]=[C:11]([NH:15][C:16]([N:18]3[CH2:21][CH:20]([OH:22])[CH2:19]3)=[O:17])[CH:10]=2)[C:5]([F:23])=[CH:4][C:3]=1[NH:24][C:25]([C:27]1([C:30]([NH:32][C:33]2[CH:38]=[CH:37][C:36]([F:39])=[CH:35][CH:34]=2)=[O:31])[CH2:29][CH2:28]1)=[O:26].Cl.[CH3:41][N:42]([CH3:47])[CH2:43][C:44](O)=[O:45].C(N(CC)CC)C.CN([P+](ON1N=NC2C=CC=CC1=2)(N(C)C)N(C)C)C.F[P-](F)(F)(F)(F)F. Product: [F:1][C:2]1[CH:7]=[C:6]([O:8][C:9]2[CH:14]=[CH:13][N:12]=[C:11]([NH:15][C:16]([N:18]3[CH2:19][CH:20]([O:22][C:44](=[O:45])[CH2:43][N:42]([CH3:47])[CH3:41])[CH2:21]3)=[O:17])[CH:10]=2)[C:5]([F:23])=[CH:4][C:3]=1[NH:24][C:25]([C:27]1([C:30]([NH:32][C:33]2[CH:34]=[CH:35][C:36]([F:39])=[CH:37][CH:38]=2)=[O:31])[CH2:28][CH2:29]1)=[O:26]. The catalyst class is: 9. (3) Reactant: C(NC(C)C)(C)C.C([Li])CCC.[Br:13][C:14]1[CH:19]=[CH:18][C:17]([F:20])=[C:16]([F:21])[C:15]=1[F:22].CN([CH:26]=[O:27])C.[NH4+].[Cl-]. Product: [Br:13][C:14]1[C:15]([F:22])=[C:16]([F:21])[C:17]([F:20])=[C:18]([CH:19]=1)[CH:26]=[O:27]. The catalyst class is: 1. (4) Reactant: [F:1][C:2]1[C:10]([O:11][C:12]2[C:21]3[C:16](=[CH:17][C:18]([O:24][CH2:25][CH2:26][CH2:27][N:28]4[CH2:33][CH2:32][NH:31][CH2:30][CH2:29]4)=[C:19]([O:22][CH3:23])[CH:20]=3)[N:15]=[CH:14][N:13]=2)=[CH:9][CH:8]=[C:7]2[C:3]=1[CH:4]=[C:5]([CH3:34])[NH:6]2.I[CH2:36][C:37]([NH2:39])=[O:38].C(N(CC)C(C)C)(C)C. Product: [C:37]([CH2:36][N:31]1[CH2:32][CH2:33][N:28]([CH2:27][CH2:26][CH2:25][O:24][C:18]2[CH:17]=[C:16]3[C:21]([C:12]([O:11][C:10]4[C:2]([F:1])=[C:3]5[C:7](=[CH:8][CH:9]=4)[NH:6][C:5]([CH3:34])=[CH:4]5)=[N:13][CH:14]=[N:15]3)=[CH:20][C:19]=2[O:22][CH3:23])[CH2:29][CH2:30]1)(=[O:38])[NH2:39]. The catalyst class is: 10. (5) Reactant: [CH:1]1([C:7]([OH:9])=O)[CH2:6][CH2:5][CH2:4][CH2:3][CH2:2]1.CN(C(ON1N=NC2C=CC=NC1=2)=[N+](C)C)C.F[P-](F)(F)(F)(F)F.CN1CCOCC1.[CH3:41][O:42][C:43]1[C:44]2[N:57]=[C:56]([NH2:58])[S:55][C:45]=2[C:46]([C:49]2[CH:54]=[CH:53][CH:52]=[CH:51][CH:50]=2)=[N:47][CH:48]=1. Product: [CH3:41][O:42][C:43]1[C:44]2[N:57]=[C:56]([NH:58][C:7]([CH:1]3[CH2:2][CH2:3][CH2:4][CH2:5][CH2:6]3)=[O:9])[S:55][C:45]=2[C:46]([C:49]2[CH:54]=[CH:53][CH:52]=[CH:51][CH:50]=2)=[N:47][CH:48]=1. The catalyst class is: 1. (6) Reactant: [F:1][C:2]1[CH:3]=[N:4][C:5]([O:17][C:18]2[CH:23]=[CH:22][CH:21]=[C:20]([S:24][CH3:25])[CH:19]=2)=[C:6]([CH:16]=1)[C:7]([NH:9][CH:10]1[CH2:15][CH2:14][NH:13][CH2:12][CH2:11]1)=[O:8].ON1C2C=CC=CC=2N=N1.CN1CCOCC1.[N:43]1[CH:48]=[C:47]([C:49](O)=[O:50])[CH:46]=[N:45][CH:44]=1.Cl.CN(C)CCCN=C=NCC. Product: [NH3:4].[F:1][C:2]1[CH:3]=[N:4][C:5]([O:17][C:18]2[CH:23]=[CH:22][CH:21]=[C:20]([S:24][CH3:25])[CH:19]=2)=[C:6]([CH:16]=1)[C:7]([NH:9][CH:10]1[CH2:11][CH2:12][N:13]([C:49]([C:47]2[CH:48]=[N:43][CH:44]=[N:45][CH:46]=2)=[O:50])[CH2:14][CH2:15]1)=[O:8]. The catalyst class is: 4.